Dataset: Reaction yield outcomes from USPTO patents with 853,638 reactions. Task: Predict the reaction yield, written as a fraction of the theoretical maximum amount of product (1.0 means a 100% yield; for example, 0.34 means a 34% yield). The catalyst is C1(C)C=CC=CC=1. The reactants are [F:1][C:2]([P:20](=[O:27])([O:24][CH2:25][CH3:26])[O:21][CH2:22][CH3:23])([F:19])[CH2:3][CH2:4][O:5][CH2:6][CH2:7][O:8][C:9]1[CH:14]=[CH:13][C:12]([CH:15]=O)=[C:11]([O:17][CH3:18])[CH:10]=1.N1CCCCC1.C(O)(=O)C.[C:38]([O:44][CH2:45][CH3:46])(=[O:43])[CH2:39][C:40]([CH3:42])=[O:41]. The product is [CH2:22]([O:21][P:20]([C:2]([F:19])([F:1])[CH2:3][CH2:4][O:5][CH2:6][CH2:7][O:8][C:9]1[CH:14]=[CH:13][C:12](/[CH:15]=[C:39](\[C:40](=[O:41])[CH3:42])/[C:38]([O:44][CH2:45][CH3:46])=[O:43])=[C:11]([O:17][CH3:18])[CH:10]=1)([O:24][CH2:25][CH3:26])=[O:27])[CH3:23]. The yield is 0.780.